This data is from Full USPTO retrosynthesis dataset with 1.9M reactions from patents (1976-2016). The task is: Predict the reactants needed to synthesize the given product. (1) Given the product [CH2:7]([N:9]1[C:2](=[O:3])[C:1](=[O:5])[N:12]([C:13]2[CH:18]=[CH:17][C:16]([F:19])=[CH:15][CH:14]=2)[C:10]1=[S:11])[CH3:8], predict the reactants needed to synthesize it. The reactants are: [C:1](Cl)(=[O:5])[C:2](Cl)=[O:3].[CH2:7]([NH:9][C:10]([NH:12][C:13]1[CH:18]=[CH:17][C:16]([F:19])=[CH:15][CH:14]=1)=[S:11])[CH3:8]. (2) Given the product [CH2:37]([N:31]1[CH2:32][C@@H:5]([C:6]2[C:7]([C:16]([O:18][CH3:19])=[O:17])=[CH:8][C:9]3[C:14](=[CH:13][CH:12]=[CH:11][CH:10]=3)[CH:15]=2)[C@H:4]([C:3]([O:2][CH3:1])=[O:20])[CH2:30]1)[C:38]1[CH:43]=[CH:42][CH:41]=[CH:40][CH:39]=1, predict the reactants needed to synthesize it. The reactants are: [CH3:1][O:2][C:3](=[O:20])/[CH:4]=[CH:5]/[C:6]1[C:7]([C:16]([O:18][CH3:19])=[O:17])=[CH:8][C:9]2[C:14]([CH:15]=1)=[CH:13][CH:12]=[CH:11][CH:10]=2.FC(F)(F)C(O)=O.CO[CH2:30][N:31]([CH2:37][C:38]1[CH:43]=[CH:42][CH:41]=[CH:40][CH:39]=1)[CH2:32][Si](C)(C)C. (3) The reactants are: Br[C:2]1[CH:7]=[CH:6][C:5]([O:8][CH2:9][C:10]2[CH:15]=[CH:14][CH:13]=[CH:12][CH:11]=2)=[CH:4][C:3]=1[F:16].[Li]CCCC.CN(C)[CH:24]=[O:25]. Given the product [CH2:9]([O:8][C:5]1[CH:6]=[CH:7][C:2]([CH:24]=[O:25])=[C:3]([F:16])[CH:4]=1)[C:10]1[CH:15]=[CH:14][CH:13]=[CH:12][CH:11]=1, predict the reactants needed to synthesize it. (4) Given the product [NH2:1][C:2]1[C:10]2[C:5](=[C:6](/[CH:20]=[CH:21]/[C:22]([N:24]([CH3:26])[CH3:25])=[O:23])[CH:7]=[CH:8][C:9]=2[C:11]2[CH:12]=[CH:13][C:14]([NH2:17])=[CH:15][CH:16]=2)[NH:4][N:3]=1, predict the reactants needed to synthesize it. The reactants are: [NH2:1][C:2]1[C:10]2[C:5](=[C:6](/[CH:20]=[CH:21]/[C:22]([N:24]([CH3:26])[CH3:25])=[O:23])[CH:7]=[CH:8][C:9]=2[C:11]2[CH:16]=[CH:15][C:14]([N+:17]([O-])=O)=[CH:13][CH:12]=2)[NH:4][N:3]=1.CO.C1COCC1.[NH4+].[Cl-].